Predict the product of the given reaction. From a dataset of Forward reaction prediction with 1.9M reactions from USPTO patents (1976-2016). (1) Given the reactants [C:1]([O:5][C@@H:6]([C:12]1[C:13]([CH3:44])=[N:14][C:15]2[N:16]([N:27]=[C:28]([C:30](=O)[NH:31][CH2:32][C:33](=O)[CH2:34][C:35]3[CH:40]=[CH:39][C:38]([F:41])=[CH:37][CH:36]=3)[CH:29]=2)[C:17]=1[N:18]1[CH2:23][CH2:22][C:21]([CH2:25][OH:26])([CH3:24])[CH2:20][CH2:19]1)[C:7]([O:9]CC)=[O:8])([CH3:4])([CH3:3])[CH3:2].COC1C=CC(P2(SP(C3C=CC(OC)=CC=3)(=S)S2)=[S:54])=CC=1.[OH-].[Na+], predict the reaction product. The product is: [C:1]([O:5][C@@H:6]([C:12]1[C:13]([CH3:44])=[N:14][C:15]2[N:16]([N:27]=[C:28]([C:30]3[S:54][C:33]([CH2:34][C:35]4[CH:40]=[CH:39][C:38]([F:41])=[CH:37][CH:36]=4)=[CH:32][N:31]=3)[CH:29]=2)[C:17]=1[N:18]1[CH2:23][CH2:22][C:21]([CH2:25][OH:26])([CH3:24])[CH2:20][CH2:19]1)[C:7]([OH:9])=[O:8])([CH3:4])([CH3:3])[CH3:2]. (2) Given the reactants Br[C:2]1[S:6][C:5]([CH:7]=[CH:8][C:9]([OH:11])=[O:10])=[CH:4][CH:3]=1.[F:12][C:13]([F:25])([F:24])[O:14][C:15]1[CH:20]=[CH:19][C:18](B(O)O)=[CH:17][CH:16]=1.C(=O)([O-])[O-].[Na+].[Na+], predict the reaction product. The product is: [F:12][C:13]([F:24])([F:25])[O:14][C:15]1[CH:20]=[CH:19][C:18]([C:2]2[S:6][C:5]([CH:7]=[CH:8][C:9]([OH:11])=[O:10])=[CH:4][CH:3]=2)=[CH:17][CH:16]=1. (3) The product is: [Cl:1][CH2:2][CH2:3][C@H:4]([C:6]1[CH:11]=[CH:10][CH:9]=[CH:8][CH:7]=1)[O:5][C:19]1[CH:20]=[CH:21][C:16]([O:15][C:12](=[O:14])[CH3:13])=[CH:17][C:18]=1[CH3:23]. Given the reactants [Cl:1][CH2:2][CH2:3][C@@H:4]([C:6]1[CH:11]=[CH:10][CH:9]=[CH:8][CH:7]=1)[OH:5].[C:12]([O:15][C:16]1[CH:21]=[CH:20][C:19](O)=[C:18]([CH3:23])[CH:17]=1)(=[O:14])[CH3:13].C1(P(C2C=CC=CC=2)C2C=CC=CC=2)C=CC=CC=1, predict the reaction product. (4) Given the reactants CCN=C=NCCCN(C)C.C1C=CC2N(O)N=NC=2C=1.[C:22]1([C:40]2[CH:45]=[CH:44][CH:43]=[CH:42][CH:41]=2)[CH:27]=[CH:26][C:25]([CH2:28][O:29][C:30]2[CH:35]=[CH:34][C:33]([CH2:36][C:37](O)=[O:38])=[CH:32][CH:31]=2)=[CH:24][CH:23]=1.[CH3:46][N:47]([CH3:51])[CH2:48][CH2:49][NH2:50], predict the reaction product. The product is: [C:22]1([C:40]2[CH:41]=[CH:42][CH:43]=[CH:44][CH:45]=2)[CH:27]=[CH:26][C:25]([CH2:28][O:29][C:30]2[CH:35]=[CH:34][C:33]([CH2:36][C:37]([NH:50][CH2:49][CH2:48][N:47]([CH3:51])[CH3:46])=[O:38])=[CH:32][CH:31]=2)=[CH:24][CH:23]=1. (5) The product is: [CH3:28][CH:29]([CH3:31])[CH2:30][O:26][C:25]([C:22]1([C:20]2[N:21]=[C:4]3[C:3]([O:2][CH3:1])=[CH:8][CH:7]=[C:6]([C:9]4[CH:10]=[C:11]5[C:15](=[CH:16][CH:17]=4)[C:14](=[O:18])[O:13][CH2:12]5)[N:5]3[N:19]=2)[CH2:23][CH2:24]1)=[O:27]. Given the reactants [CH3:1][O:2][C:3]1[C:4]2[N:5]([N:19]=[C:20]([C:22]3([C:25]([OH:27])=[O:26])[CH2:24][CH2:23]3)[N:21]=2)[C:6]([C:9]2[CH:10]=[C:11]3[C:15](=[CH:16][CH:17]=2)[C:14](=[O:18])[O:13][CH2:12]3)=[CH:7][CH:8]=1.[CH2:28](O)[CH:29]([CH3:31])[CH3:30].CCN=C=NCCCN(C)C.Cl, predict the reaction product.